From a dataset of NCI-60 drug combinations with 297,098 pairs across 59 cell lines. Regression. Given two drug SMILES strings and cell line genomic features, predict the synergy score measuring deviation from expected non-interaction effect. (1) Drug 1: CC(C)(C#N)C1=CC(=CC(=C1)CN2C=NC=N2)C(C)(C)C#N. Drug 2: C(CN)CNCCSP(=O)(O)O. Cell line: DU-145. Synergy scores: CSS=2.00, Synergy_ZIP=1.33, Synergy_Bliss=5.85, Synergy_Loewe=0.300, Synergy_HSA=0.106. (2) Drug 1: CC12CCC(CC1=CCC3C2CCC4(C3CC=C4C5=CN=CC=C5)C)O. Drug 2: C1=NNC2=C1C(=O)NC=N2. Cell line: COLO 205. Synergy scores: CSS=-3.87, Synergy_ZIP=3.27, Synergy_Bliss=2.89, Synergy_Loewe=-5.14, Synergy_HSA=-3.72. (3) Drug 1: COC1=CC(=CC(=C1O)OC)C2C3C(COC3=O)C(C4=CC5=C(C=C24)OCO5)OC6C(C(C7C(O6)COC(O7)C8=CC=CS8)O)O. Drug 2: CCCS(=O)(=O)NC1=C(C(=C(C=C1)F)C(=O)C2=CNC3=C2C=C(C=N3)C4=CC=C(C=C4)Cl)F. Cell line: T-47D. Synergy scores: CSS=32.4, Synergy_ZIP=-7.39, Synergy_Bliss=-3.31, Synergy_Loewe=-35.0, Synergy_HSA=-3.68. (4) Synergy scores: CSS=34.7, Synergy_ZIP=1.64, Synergy_Bliss=0.789, Synergy_Loewe=-20.4, Synergy_HSA=-0.0391. Drug 1: C1=C(C(=O)NC(=O)N1)F. Cell line: OVCAR-5. Drug 2: C(=O)(N)NO. (5) Drug 1: CC1=C(C=C(C=C1)NC(=O)C2=CC=C(C=C2)CN3CCN(CC3)C)NC4=NC=CC(=N4)C5=CN=CC=C5. Drug 2: CC1=C(C(=CC=C1)Cl)NC(=O)C2=CN=C(S2)NC3=CC(=NC(=N3)C)N4CCN(CC4)CCO. Cell line: EKVX. Synergy scores: CSS=-0.0585, Synergy_ZIP=2.08, Synergy_Bliss=1.57, Synergy_Loewe=-3.46, Synergy_HSA=-0.410. (6) Drug 1: CC1=CC2C(CCC3(C2CCC3(C(=O)C)OC(=O)C)C)C4(C1=CC(=O)CC4)C. Drug 2: CC(C1=C(C=CC(=C1Cl)F)Cl)OC2=C(N=CC(=C2)C3=CN(N=C3)C4CCNCC4)N. Cell line: SK-MEL-28. Synergy scores: CSS=-2.42, Synergy_ZIP=3.95, Synergy_Bliss=5.58, Synergy_Loewe=-3.94, Synergy_HSA=-0.286. (7) Drug 2: C1CC(C1)(C(=O)O)C(=O)O.[NH2-].[NH2-].[Pt+2]. Drug 1: CC1=CC2C(CCC3(C2CCC3(C(=O)C)OC(=O)C)C)C4(C1=CC(=O)CC4)C. Cell line: COLO 205. Synergy scores: CSS=19.5, Synergy_ZIP=0.746, Synergy_Bliss=5.44, Synergy_Loewe=-4.67, Synergy_HSA=3.87.